From a dataset of NCI-60 drug combinations with 297,098 pairs across 59 cell lines. Regression. Given two drug SMILES strings and cell line genomic features, predict the synergy score measuring deviation from expected non-interaction effect. (1) Drug 1: C1CC(=O)NC(=O)C1N2CC3=C(C2=O)C=CC=C3N. Drug 2: C1CC(=O)NC(=O)C1N2C(=O)C3=CC=CC=C3C2=O. Cell line: HS 578T. Synergy scores: CSS=-0.698, Synergy_ZIP=0.812, Synergy_Bliss=0.966, Synergy_Loewe=0.282, Synergy_HSA=-0.692. (2) Drug 1: CS(=O)(=O)C1=CC(=C(C=C1)C(=O)NC2=CC(=C(C=C2)Cl)C3=CC=CC=N3)Cl. Drug 2: CC1CCCC2(C(O2)CC(NC(=O)CC(C(C(=O)C(C1O)C)(C)C)O)C(=CC3=CSC(=N3)C)C)C. Cell line: SNB-75. Synergy scores: CSS=-4.75, Synergy_ZIP=1.29, Synergy_Bliss=-1.83, Synergy_Loewe=-7.40, Synergy_HSA=-4.98. (3) Drug 1: C1C(C(OC1N2C=NC3=C(N=C(N=C32)Cl)N)CO)O. Drug 2: C1=CN(C=N1)CC(O)(P(=O)(O)O)P(=O)(O)O. Cell line: RPMI-8226. Synergy scores: CSS=46.2, Synergy_ZIP=-4.15, Synergy_Bliss=-8.23, Synergy_Loewe=-19.6, Synergy_HSA=-5.33. (4) Drug 1: CC1=C(C(CCC1)(C)C)C=CC(=CC=CC(=CC(=O)O)C)C. Drug 2: CNC(=O)C1=NC=CC(=C1)OC2=CC=C(C=C2)NC(=O)NC3=CC(=C(C=C3)Cl)C(F)(F)F. Cell line: CCRF-CEM. Synergy scores: CSS=-2.77, Synergy_ZIP=30.3, Synergy_Bliss=34.9, Synergy_Loewe=5.60, Synergy_HSA=8.72. (5) Drug 1: CCN(CC)CCNC(=O)C1=C(NC(=C1C)C=C2C3=C(C=CC(=C3)F)NC2=O)C. Drug 2: B(C(CC(C)C)NC(=O)C(CC1=CC=CC=C1)NC(=O)C2=NC=CN=C2)(O)O. Cell line: SK-OV-3. Synergy scores: CSS=57.7, Synergy_ZIP=0.588, Synergy_Bliss=0.133, Synergy_Loewe=-5.36, Synergy_HSA=3.04. (6) Drug 1: C(CC(=O)O)C(=O)CN.Cl. Drug 2: CCC1(C2=C(COC1=O)C(=O)N3CC4=CC5=C(C=CC(=C5CN(C)C)O)N=C4C3=C2)O.Cl. Cell line: K-562. Synergy scores: CSS=28.6, Synergy_ZIP=-2.28, Synergy_Bliss=-2.74, Synergy_Loewe=-31.0, Synergy_HSA=-1.35. (7) Synergy scores: CSS=10.0, Synergy_ZIP=-2.23, Synergy_Bliss=-4.73, Synergy_Loewe=-59.3, Synergy_HSA=-14.9. Drug 2: COC1=C2C(=CC3=C1OC=C3)C=CC(=O)O2. Drug 1: CC1C(C(=O)NC(C(=O)N2CCCC2C(=O)N(CC(=O)N(C(C(=O)O1)C(C)C)C)C)C(C)C)NC(=O)C3=C4C(=C(C=C3)C)OC5=C(C(=O)C(=C(C5=N4)C(=O)NC6C(OC(=O)C(N(C(=O)CN(C(=O)C7CCCN7C(=O)C(NC6=O)C(C)C)C)C)C(C)C)C)N)C. Cell line: OVCAR3. (8) Drug 1: CC1=C(C(CCC1)(C)C)C=CC(=CC=CC(=CC(=O)O)C)C. Drug 2: CC1CCC2CC(C(=CC=CC=CC(CC(C(=O)C(C(C(=CC(C(=O)CC(OC(=O)C3CCCCN3C(=O)C(=O)C1(O2)O)C(C)CC4CCC(C(C4)OC)O)C)C)O)OC)C)C)C)OC. Cell line: SK-OV-3. Synergy scores: CSS=17.1, Synergy_ZIP=-0.316, Synergy_Bliss=6.99, Synergy_Loewe=-18.6, Synergy_HSA=2.98. (9) Synergy scores: CSS=-0.604, Synergy_ZIP=-1.82, Synergy_Bliss=-5.72, Synergy_Loewe=-2.85, Synergy_HSA=-5.19. Drug 2: CS(=O)(=O)OCCCCOS(=O)(=O)C. Drug 1: CCN(CC)CCNC(=O)C1=C(NC(=C1C)C=C2C3=C(C=CC(=C3)F)NC2=O)C. Cell line: SK-MEL-28. (10) Cell line: UACC-257. Synergy scores: CSS=11.0, Synergy_ZIP=-4.30, Synergy_Bliss=-3.13, Synergy_Loewe=-2.87, Synergy_HSA=-2.95. Drug 1: CC1C(C(=O)NC(C(=O)N2CCCC2C(=O)N(CC(=O)N(C(C(=O)O1)C(C)C)C)C)C(C)C)NC(=O)C3=C4C(=C(C=C3)C)OC5=C(C(=O)C(=C(C5=N4)C(=O)NC6C(OC(=O)C(N(C(=O)CN(C(=O)C7CCCN7C(=O)C(NC6=O)C(C)C)C)C)C(C)C)C)N)C. Drug 2: C1CN1C2=NC(=NC(=N2)N3CC3)N4CC4.